Dataset: Full USPTO retrosynthesis dataset with 1.9M reactions from patents (1976-2016). Task: Predict the reactants needed to synthesize the given product. Given the product [Cl:48][C:33]1[C:34]([NH:36][C:37]2[C:46]([F:47])=[CH:45][CH:44]=[CH:43][C:38]=2[C:39]([NH:41][CH3:42])=[O:40])=[N:35][C:30]([NH:1][C:2]2[CH:20]=[CH:19][C:5]3[CH2:6][CH2:7][N:8]([C:11]([CH:13]4[CH2:18][O:17][CH2:16][CH2:15][O:14]4)=[O:12])[CH2:9][CH2:10][C:4]=3[CH:3]=2)=[N:31][CH:32]=1, predict the reactants needed to synthesize it. The reactants are: [NH2:1][C:2]1[CH:20]=[CH:19][C:5]2[CH2:6][CH2:7][N:8]([C:11]([CH:13]3[CH2:18][O:17][CH2:16][CH2:15][O:14]3)=[O:12])[CH2:9][CH2:10][C:4]=2[CH:3]=1.O1CCOCC1C=O.Cl[C:30]1[N:35]=[C:34]([NH:36][C:37]2[C:46]([F:47])=[CH:45][CH:44]=[CH:43][C:38]=2[C:39]([NH:41][CH3:42])=[O:40])[C:33]([Cl:48])=[CH:32][N:31]=1.